From a dataset of Catalyst prediction with 721,799 reactions and 888 catalyst types from USPTO. Predict which catalyst facilitates the given reaction. (1) Reactant: [CH2:1]([O:8][C:9]([CH:11]1[CH2:16][CH2:15][CH:14]([NH:17][O:18][CH2:19][C:20]2[CH:25]=[CH:24][CH:23]=[CH:22][CH:21]=2)[CH2:13][NH:12]1)=[O:10])[C:2]1[CH:7]=[CH:6][CH:5]=[CH:4][CH:3]=1.[C:26]([OH:31])(=[O:30])[C:27]([OH:29])=[O:28]. Product: [C:26]([OH:31])(=[O:30])[C:27]([OH:29])=[O:28].[CH2:1]([O:8][C:9]([CH:11]1[CH2:16][CH2:15][CH:14]([NH:17][O:18][CH2:19][C:20]2[CH:25]=[CH:24][CH:23]=[CH:22][CH:21]=2)[CH2:13][NH:12]1)=[O:10])[C:2]1[CH:3]=[CH:4][CH:5]=[CH:6][CH:7]=1. The catalyst class is: 8. (2) Product: [Br:1][C:2]1[CH:7]=[CH:6][C:5]([CH:8]([OH:13])[C:9]([F:11])([F:12])[F:10])=[CH:4][CH:3]=1. Reactant: [Br:1][C:2]1[CH:7]=[CH:6][C:5]([C:8](=[O:13])[C:9]([F:12])([F:11])[F:10])=[CH:4][CH:3]=1.[BH4-].[Na+].Cl. The catalyst class is: 5.